This data is from Full USPTO retrosynthesis dataset with 1.9M reactions from patents (1976-2016). The task is: Predict the reactants needed to synthesize the given product. Given the product [Br:1][C:2]1[CH:16]=[CH:15][C:5]2[O:6][C:7]([CH3:14])([CH3:13])[C:8](=[O:9])[NH:17][C:4]=2[CH:3]=1, predict the reactants needed to synthesize it. The reactants are: [Br:1][C:2]1[CH:16]=[CH:15][C:5]([O:6][C:7]([CH3:14])([CH3:13])[C:8](OCC)=[O:9])=[C:4]([N+:17]([O-])=O)[CH:3]=1.